Dataset: Forward reaction prediction with 1.9M reactions from USPTO patents (1976-2016). Task: Predict the product of the given reaction. (1) Given the reactants C1([Se][Cl:8])C=CC=CC=1.[CH2:9]([C:12]1([NH2:27])[CH2:16][CH2:15][C@@H:14]([C:17]([O:19][CH2:20][C:21]2[CH:26]=[CH:25][CH:24]=[CH:23][CH:22]=2)=[O:18])[CH2:13]1)[CH:10]=[CH2:11], predict the reaction product. The product is: [Cl:8][CH:10]1[CH2:9][C:12]2([CH2:16][CH2:15][C@@H:14]([C:17]([O:19][CH2:20][C:21]3[CH:26]=[CH:25][CH:24]=[CH:23][CH:22]=3)=[O:18])[CH2:13]2)[NH:27][CH2:11]1. (2) Given the reactants CO[C:3](=[O:25])[C:4]1[CH:9]=[CH:8][C:7]([O:10][CH2:11][C:12]2[C:13]([C:19]3[CH:24]=[CH:23][CH:22]=[CH:21][CH:20]=3)=[N:14][O:15][C:16]=2[CH2:17][OH:18])=[N:6][CH:5]=1.[CH2:26]([CH2:28][NH2:29])[OH:27].N12CCCNC1=NCCC2, predict the reaction product. The product is: [OH:27][CH2:26][CH2:28][NH:29][C:3](=[O:25])[C:4]1[CH:9]=[CH:8][C:7]([O:10][CH2:11][C:12]2[C:13]([C:19]3[CH:20]=[CH:21][CH:22]=[CH:23][CH:24]=3)=[N:14][O:15][C:16]=2[CH2:17][OH:18])=[N:6][CH:5]=1.